This data is from Full USPTO retrosynthesis dataset with 1.9M reactions from patents (1976-2016). The task is: Predict the reactants needed to synthesize the given product. (1) Given the product [N:23]1([CH2:22][C:20]2[N:21]=[C:16]([NH:1][C:2]3[S:3][C:4]([C:9]4[CH:10]=[N:11][CH:12]=[CH:13][CH:14]=4)=[CH:5][C:6]=3[C:7]#[N:8])[CH:17]=[CH:18][CH:19]=2)[CH2:24][CH2:25][O:26][CH2:27][CH2:28]1, predict the reactants needed to synthesize it. The reactants are: [NH2:1][C:2]1[S:3][C:4]([C:9]2[CH:10]=[N:11][CH:12]=[CH:13][CH:14]=2)=[CH:5][C:6]=1[C:7]#[N:8].Br[C:16]1[N:21]=[C:20]([CH2:22][N:23]2[CH2:28][CH2:27][O:26][CH2:25][CH2:24]2)[CH:19]=[CH:18][CH:17]=1.C1(P(C2CCCCC2)C2C=CC=CC=2C2C(C(C)C)=CC(C(C)C)=CC=2C(C)C)CCCCC1.C(=O)([O-])[O-].[K+].[K+]. (2) The reactants are: [Cl:1][C:2]1[CH:3]=[N:4][N:5]([C:7]2[CH:12]=[CH:11][N:10]=[CH:9][C:8]=2[N:13]2[CH2:18][CH2:17][CH:16]([C:19]([OH:21])=O)[CH2:15][CH2:14]2)[CH:6]=1.CN(C=O)C.CN(C(ON1N=NC2[CH:38]=[CH:39][CH:40]=[N:41][C:36]1=2)=[N+](C)C)C.F[P-](F)(F)(F)(F)F.CNC1CC1. Given the product [Cl:1][C:2]1[CH:3]=[N:4][N:5]([C:7]2[CH:12]=[CH:11][N:10]=[CH:9][C:8]=2[N:13]2[CH2:14][CH2:15][CH:16]([C:19]([N:41]([CH:40]3[CH2:38][CH2:39]3)[CH3:36])=[O:21])[CH2:17][CH2:18]2)[CH:6]=1, predict the reactants needed to synthesize it.